This data is from HIV replication inhibition screening data with 41,000+ compounds from the AIDS Antiviral Screen. The task is: Binary Classification. Given a drug SMILES string, predict its activity (active/inactive) in a high-throughput screening assay against a specified biological target. (1) The molecule is CC12CCCC(OC=O)C1(O)CC(C(=O)O)CC2. The result is 0 (inactive). (2) The compound is Cc1cc2c(c3[nH]c4ccccc4c13)C(=O)c1ccccc1C2=O. The result is 0 (inactive). (3) The compound is [Cl-].c1ccc([P+](CCSCCSCC[P+](c2ccccc2)(c2ccccc2)c2ccccc2)(c2ccccc2)c2ccccc2)cc1. The result is 0 (inactive). (4) The drug is CCOC(=O)C(Cl)(NC(=O)c1c(F)c(F)c(F)c(F)c1F)C(F)(F)F. The result is 0 (inactive). (5) The compound is CSc1nc(NC(=O)c2cccc(C(F)(F)F)c2)n[nH]1. The result is 0 (inactive).